Dataset: Reaction yield outcomes from USPTO patents with 853,638 reactions. Task: Predict the reaction yield, written as a fraction of the theoretical maximum amount of product (1.0 means a 100% yield; for example, 0.34 means a 34% yield). The reactants are C(O)(C(F)(F)F)=O.[F:8][C:9]1[CH:43]=[C:42]([NH:44][C:45]([N:47]2[CH2:51][CH2:50][N:49]([C:52]3[CH:57]=[CH:56][CH:55]=[CH:54][CH:53]=3)[C:48]2=[S:58])=[O:46])[CH:41]=[CH:40][C:10]=1[O:11][C:12]1[CH:17]=[CH:16][N:15]=[C:14]2[CH:18]=[C:19]([C:21]3[N:26]=[CH:25][C:24]([CH2:27][N:28]([CH2:36][CH2:37][O:38][CH3:39])C(=O)OC(C)(C)C)=[CH:23][CH:22]=3)[S:20][C:13]=12. The catalyst is C(Cl)Cl. The product is [F:8][C:9]1[CH:43]=[C:42]([NH:44][C:45]([N:47]2[CH2:51][CH2:50][N:49]([C:52]3[CH:53]=[CH:54][CH:55]=[CH:56][CH:57]=3)[C:48]2=[S:58])=[O:46])[CH:41]=[CH:40][C:10]=1[O:11][C:12]1[CH:17]=[CH:16][N:15]=[C:14]2[CH:18]=[C:19]([C:21]3[CH:22]=[CH:23][C:24]([CH2:27][NH:28][CH2:36][CH2:37][O:38][CH3:39])=[CH:25][N:26]=3)[S:20][C:13]=12. The yield is 0.850.